This data is from Catalyst prediction with 721,799 reactions and 888 catalyst types from USPTO. The task is: Predict which catalyst facilitates the given reaction. (1) Reactant: [C:1]1([S:7]([N:10]2[C:14]3=[N:15][CH:16]=[CH:17][CH:18]=[C:13]3[CH:12]=[C:11]2[C:19](=[O:27])[CH2:20][CH:21]2[CH2:26][CH2:25][CH2:24][CH2:23][O:22]2)(=[O:9])=[O:8])[CH:6]=[CH:5][CH:4]=[CH:3][CH:2]=1.C[Si]([N-][Si](C)(C)C)(C)C.[Li+].[C:38]1([CH3:58])[CH:43]=[CH:42][C:41]([S:44](O[S:44]([C:41]2[CH:42]=[CH:43][C:38]([CH3:58])=[CH:39][CH:40]=2)(=[O:46])=[O:45])(=[O:46])=[O:45])=[CH:40][CH:39]=1. Product: [C:1]1([S:7]([N:10]2[C:14]3=[N:15][CH:16]=[CH:17][CH:18]=[C:13]3[CH:12]=[C:11]2[C:19]([O:27][S:44]([C:41]2[CH:42]=[CH:43][C:38]([CH3:58])=[CH:39][CH:40]=2)(=[O:46])=[O:45])=[CH:20][CH:21]2[CH2:26][CH2:25][CH2:24][CH2:23][O:22]2)(=[O:9])=[O:8])[CH:2]=[CH:3][CH:4]=[CH:5][CH:6]=1. The catalyst class is: 7. (2) Reactant: [Cl-].[Na+].[Cl:3][C:4]1[CH:9]=[C:8]([Cl:10])[CH:7]=[CH:6][C:5]=1[NH:11][C:12]1[N:17]=[CH:16][C:15]([CH2:18][OH:19])=[C:14]([C:20]([F:23])([F:22])[F:21])[CH:13]=1. Product: [Cl:3][C:4]1[CH:9]=[C:8]([Cl:10])[CH:7]=[CH:6][C:5]=1[NH:11][C:12]1[N:17]=[CH:16][C:15]([CH:18]=[O:19])=[C:14]([C:20]([F:23])([F:21])[F:22])[CH:13]=1. The catalyst class is: 742.